From a dataset of Experimentally validated miRNA-target interactions with 360,000+ pairs, plus equal number of negative samples. Binary Classification. Given a miRNA mature sequence and a target amino acid sequence, predict their likelihood of interaction. (1) The miRNA is hsa-miR-7156-3p with sequence CUGCAGCCACUUGGGGAACUGGU. The protein sequence of the target gene is MAAALLLLRGLRPGPEPRPRRLWGLLSGRGPGLSSGAGARRPYAARGTPVGPAAAGGHAPQSLLLRILTPSFEGISGLLLKQHIVPNAVRLWPLSGSTLYFNTSRMKQKNKDNDKPKGKTPEDDEEEKRRKEREDQMYRERLRTLFIIALVMSLLNSLSTSGGSISWADFVNEMLAKGEVQRVQVVPESDVVEVYLHPGAVVFGRPRLALMYRMQVANIDKFEEKLRAAEDELNIESKDRIPVSYKRTGFFGNALYALGMTAVGLAILWYVFRLAGMTGREGGFSAFNQLKMARFTIVDG.... Result: 0 (no interaction). (2) The miRNA is hsa-miR-6754-5p with sequence CCAGGGAGGCUGGUUUGGAGGA. The protein sequence of the target gene is MTATLRPYLSAVRATLQAALCLENFSSQVVERHNKPEVEVRSSKELLLQPVTISRNEKEKVLIEGSINSVRVSIAVKQADEIEKILCHKFMRFMMMRAENFFILRRKPVEGYDISFLITNFHTEQMYKHKLVDFVIHFMEEIDKEISEMKLSVNARARIVAEEFLKNF. Result: 0 (no interaction).